This data is from Catalyst prediction with 721,799 reactions and 888 catalyst types from USPTO. The task is: Predict which catalyst facilitates the given reaction. (1) Reactant: [NH2:1][CH2:2][CH2:3][C:4]1(O)[C:8]2=[C:9]3[CH2:15][CH2:14][O:13][C:10]3=[N:11][CH:12]=[C:7]2[CH2:6][CH:5]1[CH:16]([CH3:18])[CH3:17].C(N(CC)CC)C.[C:27](O[C:27](=[O:30])[CH2:28][CH3:29])(=[O:30])[CH2:28][CH3:29].O.C1(C)C=CC(S(O)(=O)=O)=CC=1.S([O-])([O-])(=O)=O.[Mg+2]. Product: [CH:16]([C:5]1[CH2:6][C:7]2[C:8]([C:4]=1[CH2:3][CH2:2][NH:1][C:27](=[O:30])[CH2:28][CH3:29])=[C:9]1[CH2:15][CH2:14][O:13][C:10]1=[N:11][CH:12]=2)([CH3:18])[CH3:17]. The catalyst class is: 685. (2) Reactant: Cl.[CH3:2][S:3]([C:6]1[CH:11]=[CH:10][C:9]([NH2:12])=[CH:8][CH:7]=1)(=[O:5])=[O:4].C(N(C(C)C)CC)(C)C.Cl[C:23](Cl)([O:25]C(=O)OC(Cl)(Cl)Cl)Cl.[CH3:34][C:35]1([CH3:49])[C:39]([CH3:41])([CH3:40])[O:38][B:37]([C:42]2[CH:43]=[C:44]([NH2:48])[CH:45]=[CH:46][CH:47]=2)[O:36]1. Product: [CH3:2][S:3]([C:6]1[CH:11]=[CH:10][C:9]([NH:12][C:23]([NH:48][C:44]2[CH:45]=[CH:46][CH:47]=[C:42]([B:37]3[O:36][C:35]([CH3:49])([CH3:34])[C:39]([CH3:40])([CH3:41])[O:38]3)[CH:43]=2)=[O:25])=[CH:8][CH:7]=1)(=[O:4])=[O:5]. The catalyst class is: 98.